Predict the reactants needed to synthesize the given product. From a dataset of Full USPTO retrosynthesis dataset with 1.9M reactions from patents (1976-2016). (1) Given the product [CH3:1][O:2][C:3](=[O:34])[CH2:4][C@H:5]1[C:9]2[CH:10]=[CH:11][C:12]([O:14][C@H:15]3[C:23]4[C:18](=[C:19]([C:36]5[C:37]([CH3:51])=[CH:38][C:39]([C:43]6[CH:48]=[CH:47][C:46]([O:49][CH3:50])=[CH:45][N:44]=6)=[CH:40][C:41]=5[CH3:42])[CH:20]=[CH:21][C:22]=4[F:24])[CH2:17][CH2:16]3)=[CH:13][C:8]=2[O:7][CH2:6]1, predict the reactants needed to synthesize it. The reactants are: [CH3:1][O:2][C:3](=[O:34])[CH2:4][C@H:5]1[C:9]2[CH:10]=[CH:11][C:12]([O:14][C@H:15]3[C:23]4[C:18](=[C:19](B5OC(C)(C)C(C)(C)O5)[CH:20]=[CH:21][C:22]=4[F:24])[CH2:17][CH2:16]3)=[CH:13][C:8]=2[O:7][CH2:6]1.Br[C:36]1[C:41]([CH3:42])=[CH:40][C:39]([C:43]2[CH:48]=[CH:47][C:46]([O:49][CH3:50])=[CH:45][N:44]=2)=[CH:38][C:37]=1[CH3:51].BrC1C=CC(F)=C2C=1CC[C@H]2OC1C=CC2[C@H](CC(OC)=O)COC=2C=1. (2) Given the product [C:1]([NH:10][C:11]1[CH:16]=[C:15]([CH2:17][C:18]([C:20]2[CH:21]=[C:22]([CH3:27])[CH:23]=[C:24]([CH3:26])[CH:25]=2)=[O:19])[CH:14]=[CH:13][N:12]=1)(=[O:8])[C:2]1[CH:7]=[CH:6][CH:5]=[CH:4][CH:3]=1, predict the reactants needed to synthesize it. The reactants are: [C:1](Cl)(=[O:8])[C:2]1[CH:7]=[CH:6][CH:5]=[CH:4][CH:3]=1.[NH2:10][C:11]1[CH:16]=[C:15]([CH2:17][C:18]([C:20]2[CH:25]=[C:24]([CH3:26])[CH:23]=[C:22]([CH3:27])[CH:21]=2)=[O:19])[CH:14]=[CH:13][N:12]=1.O.